Dataset: Full USPTO retrosynthesis dataset with 1.9M reactions from patents (1976-2016). Task: Predict the reactants needed to synthesize the given product. (1) Given the product [NH2:33][C:29]1[CH:28]=[C:27]([C:20]2[C:21]([O:24][CH3:25])=[N:11][CH:12]=[CH:13][CH:14]=2)[CH:39]=[CH:38][C:30]=1[NH2:31], predict the reactants needed to synthesize it. The reactants are: NC1C(C(O)=O)=CN(C2N=CC3CC[C:14]4[CH:20]=[C:21]([O:24][CH3:25])C=C[C:13]=4[C:12]=3[N:11]=2)N=1.Br[C:27]1[CH:39]=[CH:38][C:30]2[NH:31]C(C(Cl)(Cl)Cl)=[N:33][C:29]=2[CH:28]=1.C([O-])([O-])=O.[Na+].[Na+].N#N. (2) Given the product [C:3]([C:32]1([CH3:44])[CH2:33][N:34]([C:37]([O:39][C:40]([CH3:43])([CH3:41])[CH3:42])=[O:38])[CH2:35][CH2:36][N:31]1[C:29]([O:28][CH2:21][C:22]1[CH:23]=[CH:24][CH:25]=[CH:26][CH:27]=1)=[O:30])#[N:5], predict the reactants needed to synthesize it. The reactants are: [Li+].C[CH:3]([N-:5]C(C)C)C.CCCCCCC.C1COCC1.[CH2:21]([O:28][C:29]([N:31]1[CH2:36][CH2:35][N:34]([C:37]([O:39][C:40]([CH3:43])([CH3:42])[CH3:41])=[O:38])[CH2:33][CH:32]1[C:44](O)=O)=[O:30])[C:22]1[CH:27]=[CH:26][CH:25]=[CH:24][CH:23]=1.CI. (3) Given the product [O:4]1[CH2:5][CH2:6][N:1]([C:8]2[CH:9]=[C:10]3[C:15](=[C:16]([O:18][CH2:19][O:20][CH2:21][CH2:22][Si:23]([CH3:26])([CH3:24])[CH3:25])[CH:17]=2)[N:14]=[CH:13][N:12]([CH2:27][O:28][CH2:29][CH2:30][Si:31]([CH3:34])([CH3:33])[CH3:32])[C:11]3=[O:35])[CH2:2][CH2:3]1, predict the reactants needed to synthesize it. The reactants are: [NH:1]1[CH2:6][CH2:5][O:4][CH2:3][CH2:2]1.Br[C:8]1[CH:9]=[C:10]2[C:15](=[C:16]([O:18][CH2:19][O:20][CH2:21][CH2:22][Si:23]([CH3:26])([CH3:25])[CH3:24])[CH:17]=1)[N:14]=[CH:13][N:12]([CH2:27][O:28][CH2:29][CH2:30][Si:31]([CH3:34])([CH3:33])[CH3:32])[C:11]2=[O:35].CC(C)([O-])C.[Na+].C1(P(C2CCCCC2)C2C=CC=CC=2C2C(C(C)C)=CC(C(C)C)=CC=2C(C)C)CCCCC1.